This data is from Forward reaction prediction with 1.9M reactions from USPTO patents (1976-2016). The task is: Predict the product of the given reaction. (1) The product is: [S:21]1[C:22]2[CH:33]=[CH:32][CH:31]=[CH:30][C:23]=2[CH:24]=[C:25]1[S:26]([NH:1][C:2]1[CH:7]=[C:6]([F:8])[CH:5]=[CH:4][C:3]=1[S:9][CH2:10][C:11]1[CH:20]=[CH:19][CH:18]=[CH:17][C:12]=1[C:13]([O:15][CH3:16])=[O:14])(=[O:28])=[O:27]. Given the reactants [NH2:1][C:2]1[CH:7]=[C:6]([F:8])[CH:5]=[CH:4][C:3]=1[S:9][CH2:10][C:11]1[CH:20]=[CH:19][CH:18]=[CH:17][C:12]=1[C:13]([O:15][CH3:16])=[O:14].[S:21]1[C:25]([S:26](Cl)(=[O:28])=[O:27])=[CH:24][C:23]2[CH:30]=[CH:31][CH:32]=[CH:33][C:22]1=2, predict the reaction product. (2) Given the reactants [NH:1]1[C:9]2[C:4](=[CH:5][CH:6]=[CH:7][CH:8]=2)[C:3]([CH2:10][C@H:11]([NH:13][CH2:14][C:15]([F:19])([F:18])[CH2:16][OH:17])[CH3:12])=[CH:2]1.C(O)(=O)C.[Br:24][C:25]1[CH:32]=[C:31]([F:33])[C:28]([CH:29]=O)=[C:27]([F:34])[CH:26]=1, predict the reaction product. The product is: [Br:24][C:25]1[CH:32]=[C:31]([F:33])[C:28]([C@@H:29]2[C:2]3[NH:1][C:9]4[C:4]([C:3]=3[CH2:10][C@@H:11]([CH3:12])[N:13]2[CH2:14][C:15]([F:18])([F:19])[CH2:16][OH:17])=[CH:5][CH:6]=[CH:7][CH:8]=4)=[C:27]([F:34])[CH:26]=1. (3) Given the reactants [CH2:1]([O:3][C:4](=[O:15])[C:5]1[CH:10]=[CH:9][C:8](Cl)=[C:7]([N+:12]([O-:14])=[O:13])[CH:6]=1)[CH3:2].C(N(CC)CC)C.Cl.[NH2:24][C@@H:25]1[CH2:30][CH2:29][CH2:28][CH2:27][C@H:26]1[OH:31].CO, predict the reaction product. The product is: [CH2:1]([O:3][C:4](=[O:15])[C:5]1[CH:10]=[CH:9][C:8]([NH:24][C@@H:25]2[CH2:30][CH2:29][CH2:28][CH2:27][C@H:26]2[OH:31])=[C:7]([N+:12]([O-:14])=[O:13])[CH:6]=1)[CH3:2]. (4) The product is: [Si:19]([O:18][CH:7]([CH2:6][O:5][C:4]1[CH:3]=[C:2]([B:33]2[O:34][C:35]([CH3:37])([CH3:36])[C:31]([CH3:47])([CH3:30])[O:32]2)[CH:28]=[C:27]([Cl:29])[CH:26]=1)[CH2:8][N:9]([CH3:17])[C:10](=[O:16])[O:11][C:12]([CH3:15])([CH3:14])[CH3:13])([C:22]([CH3:25])([CH3:24])[CH3:23])([CH3:21])[CH3:20]. Given the reactants Br[C:2]1[CH:3]=[C:4]([CH:26]=[C:27]([Cl:29])[CH:28]=1)[O:5][CH2:6][CH:7]([O:18][Si:19]([C:22]([CH3:25])([CH3:24])[CH3:23])([CH3:21])[CH3:20])[CH2:8][N:9]([CH3:17])[C:10](=[O:16])[O:11][C:12]([CH3:15])([CH3:14])[CH3:13].[CH3:30][C:31]1([CH3:47])[C:35]([CH3:37])([CH3:36])[O:34][B:33]([B:33]2[O:34][C:35]([CH3:37])([CH3:36])[C:31]([CH3:47])([CH3:30])[O:32]2)[O:32]1.CC([O-])=O.[K+], predict the reaction product. (5) The product is: [C:1]([O:5][C:6]([N:8]1[CH2:13][CH2:12][CH:11]([CH:14]([F:39])[CH2:15][N:16]2[CH2:21][CH2:20][N:19]([C:22]3[CH:27]=[CH:26][C:25]([S:28]([CH3:31])(=[O:30])=[O:29])=[CH:24][CH:23]=3)[CH2:18][CH2:17]2)[CH2:10][CH2:9]1)=[O:7])([CH3:4])([CH3:3])[CH3:2]. Given the reactants [C:1]([O:5][C:6]([N:8]1[CH2:13][CH2:12][CH:11]([CH:14](O)[CH2:15][N:16]2[CH2:21][CH2:20][N:19]([C:22]3[CH:27]=[CH:26][C:25]([S:28]([CH3:31])(=[O:30])=[O:29])=[CH:24][CH:23]=3)[CH2:18][CH2:17]2)[CH2:10][CH2:9]1)=[O:7])([CH3:4])([CH3:3])[CH3:2].CCN(S(F)(F)[F:39])CC, predict the reaction product. (6) Given the reactants I[C:2]1[C:3]([C:9]([O:11][CH3:12])=[O:10])=[N:4][C:5]([CH3:8])=[CH:6][CH:7]=1.[NH:13]1[CH:17]=[N:16][CH:15]=[N:14]1.CN[C@@H]1CCCC[C@H]1NC.C(=O)([O-])[O-].[Cs+].[Cs+].Cl.C[Si](C=[N+]=[N-])(C)C, predict the reaction product. The product is: [CH3:8][C:5]1[N:4]=[C:3]([C:9]([O:11][CH3:12])=[O:10])[C:2]([N:13]2[CH:17]=[N:16][CH:15]=[N:14]2)=[CH:7][CH:6]=1.